This data is from Peptide-MHC class I binding affinity with 185,985 pairs from IEDB/IMGT. The task is: Regression. Given a peptide amino acid sequence and an MHC pseudo amino acid sequence, predict their binding affinity value. This is MHC class I binding data. (1) The peptide sequence is RVRDNMTKK. The MHC is HLA-B58:01 with pseudo-sequence HLA-B58:01. The binding affinity (normalized) is 0.0847. (2) The peptide sequence is KREEHYIVL. The MHC is HLA-A03:01 with pseudo-sequence HLA-A03:01. The binding affinity (normalized) is 0.0847.